This data is from Forward reaction prediction with 1.9M reactions from USPTO patents (1976-2016). The task is: Predict the product of the given reaction. (1) The product is: [I:1][C:2]1[CH:10]=[CH:9][C:5]([C:6]([N:19]2[C:20]3[CH:26]=[CH:25][CH:24]=[CH:23][C:21]=3[CH2:22][N:16]3[CH:15]=[CH:14][CH:13]=[C:17]3[CH2:18]2)=[O:8])=[C:4]([O:11][CH3:12])[CH:3]=1. Given the reactants [I:1][C:2]1[CH:10]=[CH:9][C:5]([C:6]([OH:8])=O)=[C:4]([O:11][CH3:12])[CH:3]=1.[CH:13]1[CH:14]=[CH:15][N:16]2[CH2:22][C:21]3[CH:23]=[CH:24][CH:25]=[CH:26][C:20]=3[NH:19][CH2:18][C:17]=12.C(N(CC)C(C)C)(C)C, predict the reaction product. (2) Given the reactants [CH:1]1([C:4]2[C:5]([O:26][CH2:27][C:28]([F:31])([F:30])[F:29])=[CH:6][C:7]([C:10]([NH:12][C:13]([C:20]3[N:24]=[C:23]([CH3:25])[O:22][N:21]=3)([CH3:19])[C:14](OCC)=[O:15])=[O:11])=[N:8][CH:9]=2)[CH2:3][CH2:2]1.CO.[NH3:34], predict the reaction product. The product is: [NH2:34][C:14](=[O:15])[C:13]([NH:12][C:10]([C:7]1[CH:6]=[C:5]([O:26][CH2:27][C:28]([F:31])([F:30])[F:29])[C:4]([CH:1]2[CH2:2][CH2:3]2)=[CH:9][N:8]=1)=[O:11])([C:20]1[N:24]=[C:23]([CH3:25])[O:22][N:21]=1)[CH3:19]. (3) Given the reactants [CH3:1][CH:2]([CH3:36])[CH:3]([NH:8][C:9]([C:11]1[O:12][C:13]([C:16]2[CH:21]=[CH:20][C:19]([NH:22][C:23]([NH:25][C:26]3[CH:31]=[CH:30][CH:29]=[C:28]([C:32]([F:35])([F:34])[F:33])[CH:27]=3)=[O:24])=[CH:18][CH:17]=2)=[CH:14][N:15]=1)=[O:10])[C:4]([O:6]C)=[O:5].O.[OH-].[Li+].Cl, predict the reaction product. The product is: [CH3:1][CH:2]([CH3:36])[CH:3]([NH:8][C:9]([C:11]1[O:12][C:13]([C:16]2[CH:17]=[CH:18][C:19]([NH:22][C:23]([NH:25][C:26]3[CH:31]=[CH:30][CH:29]=[C:28]([C:32]([F:34])([F:33])[F:35])[CH:27]=3)=[O:24])=[CH:20][CH:21]=2)=[CH:14][N:15]=1)=[O:10])[C:4]([OH:6])=[O:5].